Dataset: Forward reaction prediction with 1.9M reactions from USPTO patents (1976-2016). Task: Predict the product of the given reaction. (1) Given the reactants [NH2:1][C:2]1[CH:10]=[CH:9][CH:8]=[C:7]2[C:3]=1[C:4](=[O:20])[N:5]([CH:12]1[CH2:17][CH2:16][C:15](=[O:18])[NH:14][C:13]1=[O:19])[C:6]2=[O:11].[F:21][C:22]1[CH:30]=[CH:29][C:25]([C:26](Cl)=[O:27])=[CH:24][CH:23]=1.CO, predict the reaction product. The product is: [O:19]=[C:13]1[CH:12]([N:5]2[C:4](=[O:20])[C:3]3[C:7](=[CH:8][CH:9]=[CH:10][C:2]=3[NH:1][C:26](=[O:27])[C:25]3[CH:29]=[CH:30][C:22]([F:21])=[CH:23][CH:24]=3)[C:6]2=[O:11])[CH2:17][CH2:16][C:15](=[O:18])[NH:14]1. (2) Given the reactants [F:1][C:2]1[C:3]([C:22]([NH:24][CH2:25][C:26]2([C:32]3[CH:37]=[CH:36][N:35]=[CH:34][CH:33]=3)[CH2:31][CH2:30][NH:29][CH2:28][CH2:27]2)=[O:23])=[N:4][CH:5]=[CH:6][C:7]=1[S:8][C:9]1[S:13][C:12]([NH:14][C:15]2[CH:20]=[C:19]([CH3:21])[CH:18]=[CH:17][N:16]=2)=[N:11][CH:10]=1.Cl[C:39]([O:41][CH2:42][CH2:43][O:44][CH3:45])=[O:40], predict the reaction product. The product is: [F:1][C:2]1[C:3]([C:22]([NH:24][CH2:25][C:26]2([C:32]3[CH:33]=[CH:34][N:35]=[CH:36][CH:37]=3)[CH2:27][CH2:28][N:29]([C:39]([O:41][CH2:42][CH2:43][O:44][CH3:45])=[O:40])[CH2:30][CH2:31]2)=[O:23])=[N:4][CH:5]=[CH:6][C:7]=1[S:8][C:9]1[S:13][C:12]([NH:14][C:15]2[CH:20]=[C:19]([CH3:21])[CH:18]=[CH:17][N:16]=2)=[N:11][CH:10]=1. (3) Given the reactants [F:1][CH:2]([C:15]1[CH:19]=[C:18]([CH3:20])[N:17](C2CCCCO2)[N:16]=1)S(C1SC2C=CC=CC=2N=1)(=O)=O.[F:27][C:28]([F:38])([F:37])[C:29]1[CH:36]=[CH:35][C:32]([CH:33]=O)=[CH:31][CH:30]=1, predict the reaction product. The product is: [F:1]/[C:2](/[C:15]1[CH:19]=[C:18]([CH3:20])[NH:17][N:16]=1)=[CH:33]\[C:32]1[CH:31]=[CH:30][C:29]([C:28]([F:27])([F:37])[F:38])=[CH:36][CH:35]=1. (4) Given the reactants [CH3:1][C:2]1[N:3]=[CH:4][NH:5][CH:6]=1.[H-].[Na+].Cl[C:10]1[N:15]=[C:14]([C:16]2[CH:17]=[N:18][N:19]([CH2:21][O:22][CH2:23][CH2:24][Si:25]([CH3:28])([CH3:27])[CH3:26])[CH:20]=2)[N:13]2[CH:29]=[CH:30][N:31]=[C:12]2[CH:11]=1, predict the reaction product. The product is: [CH3:1][C:2]1[N:3]=[CH:4][N:5]([C:10]2[N:15]=[C:14]([C:16]3[CH:17]=[N:18][N:19]([CH2:21][O:22][CH2:23][CH2:24][Si:25]([CH3:26])([CH3:27])[CH3:28])[CH:20]=3)[N:13]3[CH:29]=[CH:30][N:31]=[C:12]3[CH:11]=2)[CH:6]=1. (5) Given the reactants [S:1]1[CH:5]=[CH:4][CH:3]=[C:2]1[S:6]([N:9]1[CH2:14][CH2:13][N:12]([C:15]2[CH:20]=[CH:19][C:18]([C:21]([OH:30])([C:26]([F:29])([F:28])[F:27])[C:22]([F:25])([F:24])[F:23])=[CH:17][C:16]=2[C:31]#[C:32][CH2:33][NH:34]C(=O)OC(C)(C)C)[CH2:11][CH2:10]1)(=[O:8])=[O:7].[O:42]1CCOCC1, predict the reaction product. The product is: [F:27][C:26]([F:29])([F:28])[C:21]([OH:30])=[O:42].[NH2:34][CH2:33][C:32]#[C:31][C:16]1[CH:17]=[C:18]([C:21]([OH:30])([C:26]([F:28])([F:29])[F:27])[C:22]([F:23])([F:24])[F:25])[CH:19]=[CH:20][C:15]=1[N:12]1[CH2:13][CH2:14][N:9]([S:6]([C:2]2[S:1][CH:5]=[CH:4][CH:3]=2)(=[O:8])=[O:7])[CH2:10][CH2:11]1. (6) Given the reactants [F:1][CH:2]([F:29])[C:3]([N:5]1[C@H:9]([CH2:10][F:11])[C@@H:8]([C:12]2[CH:17]=[CH:16][C:15](B3OC(C)(C)C(C)(C)O3)=[CH:14][CH:13]=2)[O:7][C:6]1([CH3:28])[CH3:27])=[O:4].Br[C:31]1[CH:32]=[CH:33][C:34]([CH2:37][S:38]([CH3:41])(=[O:40])=[O:39])=[N:35][CH:36]=1.C(=O)(O)[O-].[Na+], predict the reaction product. The product is: [F:1][CH:2]([F:29])[C:3]([N:5]1[C@H:9]([CH2:10][F:11])[C@@H:8]([C:12]2[CH:13]=[CH:14][C:15]([C:31]3[CH:36]=[N:35][C:34]([CH2:37][S:38]([CH3:41])(=[O:39])=[O:40])=[CH:33][CH:32]=3)=[CH:16][CH:17]=2)[O:7][C:6]1([CH3:28])[CH3:27])=[O:4]. (7) Given the reactants [Cl:1][C:2]1[CH:15]=[CH:14][C:13]2[S:12][C:11]3[C:6](=[CH:7][CH:8]=[CH:9][CH:10]=3)[NH:5][C:4]=2[CH:3]=1.[H-].[Na+].I[CH2:19][C:20]([NH2:22])=[O:21].[Na+].[Cl-], predict the reaction product. The product is: [Cl:1][C:2]1[CH:15]=[CH:14][C:13]2[S:12][C:11]3[C:6](=[CH:7][CH:8]=[CH:9][CH:10]=3)[N:5]([CH2:19][C:20]([NH2:22])=[O:21])[C:4]=2[CH:3]=1.